Dataset: Catalyst prediction with 721,799 reactions and 888 catalyst types from USPTO. Task: Predict which catalyst facilitates the given reaction. (1) Reactant: [NH2:1][CH2:2][C:3]1[CH:8]=[CH:7][CH:6]=[CH:5][N:4]=1.C[Si](C)(C)N[Si](C)(C)C.[Li].[Br:19][CH2:20][C:21]([C:23]1[CH:28]=[C:27]([C:29]([CH3:32])([CH3:31])[CH3:30])[C:26]([OH:33])=[C:25]([C:34]([CH3:37])([CH3:36])[CH3:35])[CH:24]=1)=[O:22].[Br-]. Product: [BrH:19].[C:29]([C:27]1[CH:28]=[C:23]([C:21](=[O:22])[CH2:20][NH:1][CH2:2][C:3]2[CH:8]=[CH:7][CH:6]=[CH:5][N:4]=2)[CH:24]=[C:25]([C:34]([CH3:37])([CH3:36])[CH3:35])[C:26]=1[OH:33])([CH3:32])([CH3:30])[CH3:31]. The catalyst class is: 1. (2) Reactant: [C:1]1([C@@H:7]2[CH2:11][O:10][C:9](=[O:12])[NH:8]2)[CH:6]=[CH:5][CH:4]=[CH:3][CH:2]=1.[Li+].CCC[CH2-].[F:18][C:19]([F:32])([F:31])[C:20]1[CH:25]=[CH:24][C:23](/[CH:26]=[CH:27]/[C:28](Cl)=[O:29])=[CH:22][CH:21]=1. Product: [C:1]1([C@@H:7]2[CH2:11][O:10][C:9](=[O:12])[N:8]2[C:28](=[O:29])/[CH:27]=[CH:26]/[C:23]2[CH:22]=[CH:21][C:20]([C:19]([F:31])([F:32])[F:18])=[CH:25][CH:24]=2)[CH:2]=[CH:3][CH:4]=[CH:5][CH:6]=1. The catalyst class is: 1.